From a dataset of Peptide-MHC class I binding affinity with 185,985 pairs from IEDB/IMGT. Regression. Given a peptide amino acid sequence and an MHC pseudo amino acid sequence, predict their binding affinity value. This is MHC class I binding data. The peptide sequence is HCQFCFLKK. The binding affinity (normalized) is 0.0727. The MHC is HLA-A33:01 with pseudo-sequence HLA-A33:01.